This data is from Forward reaction prediction with 1.9M reactions from USPTO patents (1976-2016). The task is: Predict the product of the given reaction. Given the reactants [Br:1][C:2]1[CH:3]=[C:4]([NH2:9])[C:5]([NH2:8])=[CH:6][CH:7]=1.COCCOC.CO.[CH3:18][O:19][C:20]([NH:22][C:23](=NC(OC)=O)SC)=[O:21], predict the reaction product. The product is: [Br:1][C:2]1[CH:7]=[CH:6][C:5]2[N:8]=[C:23]([NH:22][C:20](=[O:21])[O:19][CH3:18])[NH:9][C:4]=2[CH:3]=1.